This data is from Peptide-MHC class II binding affinity with 134,281 pairs from IEDB. The task is: Regression. Given a peptide amino acid sequence and an MHC pseudo amino acid sequence, predict their binding affinity value. This is MHC class II binding data. (1) The peptide sequence is ARTISEAGQAMASTE. The MHC is DRB1_1602 with pseudo-sequence DRB1_1602. The binding affinity (normalized) is 0.277. (2) The peptide sequence is IGSFFYFPSIGMQRT. The MHC is DRB1_1101 with pseudo-sequence DRB1_1101. The binding affinity (normalized) is 0.819.